From a dataset of Full USPTO retrosynthesis dataset with 1.9M reactions from patents (1976-2016). Predict the reactants needed to synthesize the given product. (1) Given the product [CH3:23][C:21]1[CH:20]=[CH:19][C:18]([O:24][CH2:25][C:26]2[CH:27]=[CH:28][C:29]([F:32])=[CH:30][CH:31]=2)=[C:17]([C:12]2[N:11]([C:6]3[CH:5]=[C:4]([CH:9]=[C:8]([NH2:10])[CH:7]=3)[C:3]([OH:33])=[O:2])[C:15]([CH3:16])=[CH:14][CH:13]=2)[CH:22]=1, predict the reactants needed to synthesize it. The reactants are: C[O:2][C:3](=[O:33])[C:4]1[CH:9]=[C:8]([NH2:10])[CH:7]=[C:6]([N:11]2[C:15]([CH3:16])=[CH:14][CH:13]=[C:12]2[C:17]2[CH:22]=[C:21]([CH3:23])[CH:20]=[CH:19][C:18]=2[O:24][CH2:25][C:26]2[CH:31]=[CH:30][C:29]([F:32])=[CH:28][CH:27]=2)[CH:5]=1. (2) Given the product [CH3:19][CH:4]([CH3:5])[CH2:3][CH2:2][CH2:1][C:7]1[CH:18]=[CH:17][C:10]2[O:11][CH2:12][C:13](=[O:16])[CH2:14][O:15][C:9]=2[CH:8]=1, predict the reactants needed to synthesize it. The reactants are: [CH2:1]([C:7]1[CH:18]=[CH:17][C:10]2[O:11][CH2:12][C:13](=[O:16])[CH2:14][O:15][C:9]=2[CH:8]=1)[CH2:2][CH2:3][CH2:4][CH2:5]C.[CH2:19](C1C=CC2OCC(=O)COC=2C=1)C=C.CC(C)CCC1C=CC2OCC(=O)COC=2C=1.